From a dataset of Catalyst prediction with 721,799 reactions and 888 catalyst types from USPTO. Predict which catalyst facilitates the given reaction. (1) Reactant: [CH2:1]([C:5]1[CH:10]=[CH:9][C:8](Br)=[CH:7][CH:6]=1)[CH2:2][CH2:3][CH3:4].C([Li])(C)(C)C.FC(F)(F)C([N:21]1[CH2:27][CH2:26][C:25]2[CH:28]=[CH:29][C:30]([S:32](F)(=[O:34])=[O:33])=[CH:31][C:24]=2[CH2:23][CH2:22]1)=O.O. Product: [CH2:1]([C:5]1[CH:10]=[CH:9][C:8]([S:32]([C:30]2[CH:29]=[CH:28][C:25]3[CH2:26][CH2:27][NH:21][CH2:22][CH2:23][C:24]=3[CH:31]=2)(=[O:33])=[O:34])=[CH:7][CH:6]=1)[CH2:2][CH2:3][CH3:4]. The catalyst class is: 56. (2) Reactant: [CH3:1][O:2][C:3]1[CH:4]=[C:5]([C:12]([F:15])([F:14])[F:13])[CH:6]=[C:7]([N+:9]([O-])=O)[CH:8]=1. Product: [CH3:1][O:2][C:3]1[CH:4]=[C:5]([C:12]([F:13])([F:14])[F:15])[CH:6]=[C:7]([CH:8]=1)[NH2:9]. The catalyst class is: 19. (3) Reactant: [C:1]1([S:7]([N:10]2[CH2:15][CH:14]([CH2:16]I)[O:13][CH:12]([CH2:18]I)[CH2:11]2)(=[O:9])=[O:8])[CH:6]=[CH:5][CH:4]=[CH:3][CH:2]=1.[CH2:20]([NH2:27])[C:21]1[CH:26]=[CH:25][CH:24]=[CH:23][CH:22]=1. Product: [CH2:20]([N:27]1[CH2:16][CH:14]2[O:13][CH:12]([CH2:11][N:10]([S:7]([C:1]3[CH:6]=[CH:5][CH:4]=[CH:3][CH:2]=3)(=[O:9])=[O:8])[CH2:15]2)[CH2:18]1)[C:21]1[CH:26]=[CH:25][CH:24]=[CH:23][CH:22]=1. The catalyst class is: 113. (4) Reactant: [C:1]([C:5]1[CH:10]=[CH:9][C:8]([C:11]2=[N:12][CH2:13][CH2:14][CH2:15][C:16]3[N:21]=[CH:20][CH:19]=[CH:18][C:17]2=3)=[CH:7][CH:6]=1)([CH3:4])([CH3:3])[CH3:2].[BH4-].[Na+].Cl.C([O-])([O-])=O.[Na+].[Na+]. Product: [C:1]([C:5]1[CH:6]=[CH:7][C:8]([CH:11]2[C:17]3[CH:18]=[CH:19][CH:20]=[N:21][C:16]=3[CH2:15][CH2:14][CH2:13][NH:12]2)=[CH:9][CH:10]=1)([CH3:4])([CH3:2])[CH3:3]. The catalyst class is: 24. (5) Reactant: [F:1][C:2]1[CH:3]=[C:4]([C:8]2[C:9]([O:30][CH3:31])=[C:10]([C:26]([O:28][CH3:29])=[O:27])[C:11]3[N:12]=[CH:13][C:14](OS(C(F)(F)F)(=O)=O)=[N:15][C:16]=3[CH:17]=2)[CH:5]=[CH:6][CH:7]=1.[F:32][C:33]1[CH:34]=[C:35](B(O)O)[CH:36]=[CH:37][C:38]=1[F:39].C(=O)([O-])[O-].[K+].[K+]. Product: [F:32][C:33]1[CH:34]=[C:35]([C:14]2[CH:13]=[N:12][C:11]3[C:10]([C:26]([O:28][CH3:29])=[O:27])=[C:9]([O:30][CH3:31])[C:8]([C:4]4[CH:5]=[CH:6][CH:7]=[C:2]([F:1])[CH:3]=4)=[CH:17][C:16]=3[N:15]=2)[CH:36]=[CH:37][C:38]=1[F:39]. The catalyst class is: 70. (6) Reactant: [Cl:1][C:2]1[N:7]=[C:6](SC)[N:5]=[C:4]([N:10]2[C@H:15]([C:16]([F:19])([F:18])[F:17])[CH2:14][CH2:13][C@H:12]([C:20]([NH:22][CH:23]3[CH2:28][CH2:27][CH2:26][CH2:25][CH2:24]3)=[O:21])[CH2:11]2)[CH:3]=1.[CH:29]1C=C(Cl)C=C(C(OO)=O)C=1.[O-:40][S:41]([O-:43])=O.[Na+].[Na+].C([O-])(O)=O.[Na+]. Product: [Cl:1][C:2]1[N:7]=[C:6]([S:41]([CH3:29])(=[O:43])=[O:40])[N:5]=[C:4]([N:10]2[C@H:15]([C:16]([F:18])([F:19])[F:17])[CH2:14][CH2:13][C@H:12]([C:20]([NH:22][CH:23]3[CH2:28][CH2:27][CH2:26][CH2:25][CH2:24]3)=[O:21])[CH2:11]2)[CH:3]=1. The catalyst class is: 91.